This data is from Forward reaction prediction with 1.9M reactions from USPTO patents (1976-2016). The task is: Predict the product of the given reaction. (1) Given the reactants [NH2:1][C:2]1[N:3]=[C:4]([CH3:21])[C:5]2[C:11](=[O:12])[NH:10][C@@H:9]([C:13]3[CH:18]=[CH:17][C:16]([F:19])=[CH:15][C:14]=3Br)[CH2:8][C:6]=2[N:7]=1.C(=O)([O-])[O-].[Cs+].[Cs+].N1C2C(=CC=C3C=2N=CC=C3)C=CC=1.[CH:42]1([OH:47])[CH2:46][CH2:45][CH2:44][CH2:43]1, predict the reaction product. The product is: [NH2:1][C:2]1[N:3]=[C:4]([CH3:21])[C:5]2[C:11](=[O:12])[NH:10][C@@H:9]([C:13]3[CH:18]=[CH:17][C:16]([F:19])=[CH:15][C:14]=3[O:47][CH:42]3[CH2:46][CH2:45][CH2:44][CH2:43]3)[CH2:8][C:6]=2[N:7]=1. (2) Given the reactants C(OP([CH2:9][C:10]#[N:11])(=O)OCC)C.[H-].[Na+].[I:14][C:15]1[CH:16]=[CH:17][C:18]2[N:19]([C:21]([CH3:26])=[C:22]([CH:24]=O)[N:23]=2)[CH:20]=1, predict the reaction product. The product is: [I:14][C:15]1[CH:16]=[CH:17][C:18]2[N:19]([C:21]([CH3:26])=[C:22](/[CH:24]=[CH:9]/[C:10]#[N:11])[N:23]=2)[CH:20]=1. (3) Given the reactants [CH:1]1([C:4]2[CH:9]=[C:8]([CH:10]=[O:11])[C:7]([OH:12])=[CH:6][C:5]=2[C:13]2[CH:18]=[CH:17][C:16]([F:19])=[CH:15][CH:14]=2)[CH2:3][CH2:2]1.I[CH2:21][CH3:22].C(=O)([O-])[O-].[K+].[K+].CN(C=O)C, predict the reaction product. The product is: [CH:1]1([C:4]2[CH:9]=[C:8]([CH:10]=[O:11])[C:7]([O:12][CH2:21][CH3:22])=[CH:6][C:5]=2[C:13]2[CH:14]=[CH:15][C:16]([F:19])=[CH:17][CH:18]=2)[CH2:2][CH2:3]1. (4) Given the reactants Cl[C:2]1[NH:3][C:4]2[C:9]([C:10]=1[CH:11]=[O:12])=[CH:8][CH:7]=[CH:6][CH:5]=2.[C:13]([O:17][C:18]([N:20]1[CH2:25][CH2:24][NH:23][CH2:22][CH2:21]1)=[O:19])([CH3:16])([CH3:15])[CH3:14], predict the reaction product. The product is: [C:13]([O:17][C:18]([N:20]1[CH2:25][CH2:24][N:23]([C:2]2[N:3]([C:4]3[CH:9]=[CH:8][CH:7]=[CH:6][CH:5]=3)[C:4]3[C:9]([C:10]=2[CH:11]=[O:12])=[CH:8][CH:7]=[CH:6][CH:5]=3)[CH2:22][CH2:21]1)=[O:19])([CH3:16])([CH3:14])[CH3:15]. (5) Given the reactants Cl[C:2]1[N:7]=[C:6]([C:8]2[S:12][C:11]3[C:13]([C:17]4[CH:22]=[C:21]([F:23])[N:20]=[CH:19][C:18]=4[CH2:24][N:25]([CH3:27])[CH3:26])=[CH:14][CH:15]=[CH:16][C:10]=3[CH:9]=2)[C:5]([F:28])=[CH:4][N:3]=1.C(N(CC)CC)C.[NH2:36][CH2:37][CH2:38][N:39]1[CH2:43][CH2:42][NH:41][C:40]1=[O:44], predict the reaction product. The product is: [CH3:26][N:25]([CH2:24][C:18]1[C:17]([C:13]2[C:11]3[S:12][C:8]([C:6]4[C:5]([F:28])=[CH:4][N:3]=[C:2]([NH:36][CH2:37][CH2:38][N:39]5[CH2:43][CH2:42][NH:41][C:40]5=[O:44])[N:7]=4)=[CH:9][C:10]=3[CH:16]=[CH:15][CH:14]=2)=[CH:22][C:21]([F:23])=[N:20][CH:19]=1)[CH3:27]. (6) Given the reactants B(Br)(Br)Br.C[O:6][C:7]1[CH:12]=[CH:11][C:10]([P:13](=[O:26])([C:20]2[CH:25]=[CH:24][CH:23]=[CH:22][CH:21]=2)[C:14]2[CH:19]=[CH:18][CH:17]=[CH:16][CH:15]=2)=[CH:9][CH:8]=1, predict the reaction product. The product is: [OH:6][C:7]1[CH:8]=[CH:9][C:10]([P:13](=[O:26])([C:14]2[CH:15]=[CH:16][CH:17]=[CH:18][CH:19]=2)[C:20]2[CH:25]=[CH:24][CH:23]=[CH:22][CH:21]=2)=[CH:11][CH:12]=1.